From a dataset of Full USPTO retrosynthesis dataset with 1.9M reactions from patents (1976-2016). Predict the reactants needed to synthesize the given product. (1) Given the product [C:21]([O:20][C:19](=[O:25])[NH:18][CH2:17][C:15]1[CH:16]=[C:11]([O:9][C:4]2[CH:5]=[CH:6][C:7]([F:8])=[C:2]([F:1])[CH:3]=2)[CH:12]=[CH:13][C:14]=1[N+:26]([O-:28])=[O:27])([CH3:24])([CH3:22])[CH3:23], predict the reactants needed to synthesize it. The reactants are: [F:1][C:2]1[CH:3]=[C:4]([OH:9])[CH:5]=[CH:6][C:7]=1[F:8].Cl[C:11]1[CH:12]=[CH:13][C:14]([N+:26]([O-:28])=[O:27])=[C:15]([CH2:17][NH:18][C:19](=[O:25])[O:20][C:21]([CH3:24])([CH3:23])[CH3:22])[CH:16]=1.[H-].[Na+]. (2) Given the product [C:1]([C:5]1[CH:10]=[CH:9][C:8]([CH3:11])=[C:7]([CH:6]=1)[NH2:12])([CH3:4])([CH3:3])[CH3:2], predict the reactants needed to synthesize it. The reactants are: [C:1]([C:5]1[CH:10]=[CH:9][C:8]([CH3:11])=[C:7]([N+:12]([O-])=O)[CH:6]=1)([CH3:4])([CH3:3])[CH3:2].